Dataset: Catalyst prediction with 721,799 reactions and 888 catalyst types from USPTO. Task: Predict which catalyst facilitates the given reaction. (1) Reactant: [CH3:1][O:2][C:3]1[CH:4]=[C:5]2[C:10](=[CH:11][CH:12]=1)[N:9]=[CH:8][CH:7]=[CH:6]2.[OH:13]O. Product: [CH3:1][O:2][C:3]1[CH:4]=[C:5]2[C:10](=[CH:11][CH:12]=1)[N+:9]([O-:13])=[CH:8][CH:7]=[CH:6]2. The catalyst class is: 15. (2) Reactant: Cl[CH2:2][C:3]1[CH:8]=[CH:7][C:6]([C@H:9]([C:27]2[CH:32]=[CH:31][C:30]([Cl:33])=[CH:29][CH:28]=2)[N:10]2[CH2:13][C:12](=[C:14]([C:19]3[CH:24]=[C:23]([F:25])[CH:22]=[C:21]([F:26])[CH:20]=3)[S:15]([CH3:18])(=[O:17])=[O:16])[CH2:11]2)=[CH:5][CH:4]=1.[NH:34]1[CH2:39][CH2:38][CH2:37][CH2:36][CH2:35]1. Product: [Cl:33][C:30]1[CH:31]=[CH:32][C:27]([C@@H:9]([C:6]2[CH:5]=[CH:4][C:3]([CH2:2][N:34]3[CH2:39][CH2:38][CH2:37][CH2:36][CH2:35]3)=[CH:8][CH:7]=2)[N:10]2[CH2:11][C:12](=[C:14]([C:19]3[CH:24]=[C:23]([F:25])[CH:22]=[C:21]([F:26])[CH:20]=3)[S:15]([CH3:18])(=[O:16])=[O:17])[CH2:13]2)=[CH:28][CH:29]=1. The catalyst class is: 4. (3) Reactant: Cl.Cl.[C@H:3]12[CH2:9][C@H:6]([NH:7][CH2:8]1)[CH2:5][N:4]2[CH2:10][C:11]1[C:15]2[CH:16]=[CH:17][C:18]([O:20][C:21]3[S:22][C:23]4[C:24]([N:29]=3)=[N:25][CH:26]=[CH:27][CH:28]=4)=[CH:19][C:14]=2[O:13][CH:12]=1.[CH3:30][O:31][C:32](=[O:41])[C:33]1[CH:38]=[CH:37][C:36]([CH2:39]Br)=[CH:35][CH:34]=1.C([O-])([O-])=O.[K+].[K+]. Product: [CH3:30][O:31][C:32](=[O:41])[C:33]1[CH:38]=[CH:37][C:36]([CH2:39][N:7]2[CH2:8][C@@H:3]3[CH2:9][C@H:6]2[CH2:5][N:4]3[CH2:10][C:11]2[C:15]3[CH:16]=[CH:17][C:18]([O:20][C:21]4[S:22][C:23]5[C:24]([N:29]=4)=[N:25][CH:26]=[CH:27][CH:28]=5)=[CH:19][C:14]=3[O:13][CH:12]=2)=[CH:35][CH:34]=1. The catalyst class is: 23. (4) Reactant: [Si:1](Cl)([C:4]([CH3:7])([CH3:6])[CH3:5])([CH3:3])[CH3:2].C(N(CC)CC)C.O[C@H:17]1[CH2:34][CH2:33][C@@:32]2([CH3:35])[C:19](=[CH:20][CH2:21][C@@H:22]3[C@@H:31]2[CH2:30][CH2:29][C@@:27]2([CH3:28])[C@H:23]3[CH:24]=[CH:25][C:26]2=[O:36])[CH2:18]1.[OH2:37]. Product: [CH3:5][C:4]([Si:1]([CH3:3])([CH3:2])[O:37][CH2:28][C@:27]12[CH2:29][CH2:30][C@H:31]3[C@@H:22]([CH2:21][CH:20]=[C:19]4[C@:32]3([CH3:35])[CH2:33][CH2:34][CH2:17][CH2:18]4)[C@@H:23]1[CH:24]=[CH:25][C:26]2=[O:36])([CH3:7])[CH3:6]. The catalyst class is: 456. (5) Reactant: C(N(CC)CC)C.[NH2:8][C:9]1[C:14]([CH:15]=[O:16])=[CH:13][CH:12]=[CH:11][N:10]=1.[C:17](Cl)(=[O:22])[C:18]([CH3:21])([CH3:20])[CH3:19]. Product: [CH:15]([C:14]1[C:9]([NH:8][C:17](=[O:22])[C:18]([CH3:21])([CH3:20])[CH3:19])=[N:10][CH:11]=[CH:12][CH:13]=1)=[O:16]. The catalyst class is: 4. (6) Reactant: [ClH:1].[N:2]1([C:8]([N:10]2[CH2:15][CH:14]([C:16]3[CH:21]=[CH:20][C:19]([C:22]([F:25])([F:24])[F:23])=[CH:18][CH:17]=3)[CH2:13][CH:12]([C:26]3[N:30]=[C:29]([C@@H:31]4[CH2:35][CH2:34][CH2:33][N:32]4C(OC(C)(C)C)=O)[O:28][N:27]=3)[CH2:11]2)=[O:9])[CH2:7][CH2:6][O:5][CH2:4][CH2:3]1. Product: [ClH:1].[N:2]1([C:8]([N:10]2[CH2:15][CH:14]([C:16]3[CH:21]=[CH:20][C:19]([C:22]([F:23])([F:25])[F:24])=[CH:18][CH:17]=3)[CH2:13][CH:12]([C:26]3[N:30]=[C:29]([CH:31]4[CH2:35][CH2:34][CH2:33][NH:32]4)[O:28][N:27]=3)[CH2:11]2)=[O:9])[CH2:3][CH2:4][O:5][CH2:6][CH2:7]1. The catalyst class is: 12. (7) Reactant: Cl.Cl.[NH2:3][C:4]1[CH:36]=[CH:35][C:7]([O:8][C:9]2[CH:10]=[CH:11][C:12]3[N:16]=[C:15]([CH2:17][O:18][C:19]4[CH:32]=[CH:31][C:22]([CH2:23][CH:24]5[S:28][C:27](=[O:29])[NH:26][C:25]5=[O:30])=[CH:21][CH:20]=4)[N:14]([CH3:33])[C:13]=3[CH:34]=2)=[CH:6][CH:5]=1.[C:37]1([CH3:47])[CH:42]=[CH:41][C:40]([S:43](Cl)(=[O:45])=[O:44])=[CH:39][CH:38]=1.C(N(CC)CC)C. Product: [O:29]=[C:27]1[NH:26][C:25](=[O:30])[CH:24]([CH2:23][C:22]2[CH:31]=[CH:32][C:19]([O:18][CH2:17][C:15]3[N:14]([CH3:33])[C:13]4[CH:34]=[C:9]([O:8][C:7]5[CH:35]=[CH:36][C:4]([NH:3][S:43]([C:40]6[CH:41]=[CH:42][C:37]([CH3:47])=[CH:38][CH:39]=6)(=[O:45])=[O:44])=[CH:5][CH:6]=5)[CH:10]=[CH:11][C:12]=4[N:16]=3)=[CH:20][CH:21]=2)[S:28]1. The catalyst class is: 9.